This data is from Catalyst prediction with 721,799 reactions and 888 catalyst types from USPTO. The task is: Predict which catalyst facilitates the given reaction. (1) Reactant: CCN(C(C)C)C(C)C.[Br:10][C:11]1[C:12]([C:18]#[N:19])=[N:13][CH:14]=[C:15](F)[CH:16]=1.[NH2:20][C@H:21]1[C@@H:26]([NH:27][C:28](=[O:34])[O:29][C:30]([CH3:33])([CH3:32])[CH3:31])[CH2:25][CH2:24][S:23](=[O:36])(=[O:35])[CH2:22]1. Product: [Br:10][C:11]1[CH:16]=[C:15]([NH:20][C@H:21]2[C@@H:26]([NH:27][C:28](=[O:34])[O:29][C:30]([CH3:32])([CH3:33])[CH3:31])[CH2:25][CH2:24][S:23](=[O:36])(=[O:35])[CH2:22]2)[CH:14]=[N:13][C:12]=1[C:18]#[N:19]. The catalyst class is: 179. (2) Reactant: [CH:1]1([N:4]2[C:13]3[C:8](=[C:9]([F:17])[C:10]([F:16])=[C:11](F)[C:12]=3[F:14])[C:7](=[O:18])[CH:6]=[C:5]2[C:19]([O:21][CH2:22][CH3:23])=[O:20])[CH2:3][CH2:2]1.[N:24]1[CH:29]=[CH:28][CH:27]=[CH:26][C:25]=1[NH:30][CH2:31][CH2:32][NH2:33].C(N(CC)CC)C. Product: [CH:1]1([N:4]2[C:13]3[C:8](=[C:9]([F:17])[C:10]([F:16])=[C:11]([NH:33][CH2:32][CH2:31][NH:30][C:25]4[CH:26]=[CH:27][CH:28]=[CH:29][N:24]=4)[C:12]=3[F:14])[C:7](=[O:18])[CH:6]=[C:5]2[C:19]([O:21][CH2:22][CH3:23])=[O:20])[CH2:2][CH2:3]1. The catalyst class is: 16.